The task is: Regression. Given two drug SMILES strings and cell line genomic features, predict the synergy score measuring deviation from expected non-interaction effect.. This data is from NCI-60 drug combinations with 297,098 pairs across 59 cell lines. Drug 1: CCC(=C(C1=CC=CC=C1)C2=CC=C(C=C2)OCCN(C)C)C3=CC=CC=C3.C(C(=O)O)C(CC(=O)O)(C(=O)O)O. Drug 2: CCC1(C2=C(COC1=O)C(=O)N3CC4=CC5=C(C=CC(=C5CN(C)C)O)N=C4C3=C2)O.Cl. Cell line: SF-539. Synergy scores: CSS=44.5, Synergy_ZIP=2.56, Synergy_Bliss=5.58, Synergy_Loewe=-31.5, Synergy_HSA=3.12.